From a dataset of Reaction yield outcomes from USPTO patents with 853,638 reactions. Predict the reaction yield, written as a fraction of the theoretical maximum amount of product (1.0 means a 100% yield; for example, 0.34 means a 34% yield). (1) The reactants are [Cl:1][C:2]1[CH:9]=[CH:8][CH:7]=[CH:6][C:3]=1[CH:4]=O.[NH2:10][C:11]1[CH:19]=[C:18]([O:20][CH3:21])[CH:17]=[C:16]([O:22][CH3:23])[C:12]=1[C:13]([NH2:15])=[O:14].OS([O-])=O.[Na+].CC1C=CC(S(O)(=O)=O)=CC=1.O. The catalyst is CC(N(C)C)=O. The product is [Cl:1][C:2]1[CH:9]=[CH:8][CH:7]=[CH:6][C:3]=1[C:4]1[NH:15][C:13](=[O:14])[C:12]2[C:11](=[CH:19][C:18]([O:20][CH3:21])=[CH:17][C:16]=2[O:22][CH3:23])[N:10]=1. The yield is 0.390. (2) The reactants are Br[C:2]1[C:3]([C:9]([F:12])([F:11])[F:10])=[N:4][N:5]([CH3:8])[C:6]=1[CH3:7].[C:13](P(C(C)(C)C)C1C=CC=CC=1)(C)(C)[CH3:14].C1(C(N)C2CCCCC2)CCCCC1.C=C.Cl. The catalyst is [Br-].C([N+](CCCC)(CCCC)CCCC)CCC.C([O-])(=O)C.[Pd+2].C([O-])(=O)C.CC(N(C)C)=O. The product is [CH:13]([C:2]1[C:3]([C:9]([F:12])([F:11])[F:10])=[N:4][N:5]([CH3:8])[C:6]=1[CH3:7])=[CH2:14]. The yield is 0.830. (3) The reactants are [CH3:1][C@@H:2]1[NH:8][CH2:7][C:6]2[CH:9]=[CH:10][C:11]([C:13]([O:15][CH3:16])=[O:14])=[CH:12][C:5]=2[O:4][CH2:3]1.Br[C:18]1[CH:23]=[CH:22][CH:21]=[CH:20][N:19]=1.CC(OC1C=CC=C(OC(C)C)C=1C1C(P(C2CCCCC2)C2CCCCC2)=CC=CC=1)C.C(O[Na])(C)(C)C.C(Cl)(Cl)Cl. The catalyst is C1(C)C=CC=CC=1.C1C=CC(/C=C/C(/C=C/C2C=CC=CC=2)=O)=CC=1.C1C=CC(/C=C/C(/C=C/C2C=CC=CC=2)=O)=CC=1.C1C=CC(/C=C/C(/C=C/C2C=CC=CC=2)=O)=CC=1.[Pd].[Pd]. The product is [CH3:1][C@@H:2]1[N:8]([C:18]2[CH:23]=[CH:22][CH:21]=[CH:20][N:19]=2)[CH2:7][C:6]2[CH:9]=[CH:10][C:11]([C:13]([O:15][CH3:16])=[O:14])=[CH:12][C:5]=2[O:4][CH2:3]1. The yield is 0.410. (4) The reactants are [C:1]([O:7][CH2:8][CH3:9])(=[O:6])[CH2:2][C:3]([CH3:5])=[O:4].[O-]CC.[Na+].Br[CH2:15][C:16]([C:18]1[CH:23]=[CH:22][C:21]([O:24][CH3:25])=[CH:20][CH:19]=1)=[O:17].Cl. The catalyst is CCO.CCO.C1(C)C=CC=CC=1. The product is [C:3]([CH:2]([CH2:15][C:16]([C:18]1[CH:23]=[CH:22][C:21]([O:24][CH3:25])=[CH:20][CH:19]=1)=[O:17])[C:1]([O:7][CH2:8][CH3:9])=[O:6])(=[O:4])[CH3:5]. The yield is 0.830. (5) The reactants are [C:1]([CH:3]([CH:8]([CH3:18])[C:9]([C:11]1[CH:16]=[CH:15][CH:14]=[CH:13][C:12]=1[F:17])=O)[C:4]([O:6][CH3:7])=[O:5])#[N:2].C(OCC)(=O)C.[ClH:25].O. The catalyst is C(OCC)(=O)C. The product is [Cl:25][C:1]1[NH:2][C:9]([C:11]2[CH:16]=[CH:15][CH:14]=[CH:13][C:12]=2[F:17])=[C:8]([CH3:18])[C:3]=1[C:4]([O:6][CH3:7])=[O:5]. The yield is 0.580. (6) The reactants are C([O:8][C:9](=[O:20])[C:10]([NH:12][C:13]([O:15][C:16]([CH3:19])([CH3:18])[CH3:17])=[O:14])=[CH2:11])C1C=CC=CC=1.N[C@H](C(O)=O)C[OH:24].[OH-].[Na+].CC(OC(OC(OC(C)(C)C)=O)=O)(C)C. The catalyst is O1CCOCC1.O. The product is [C:13]([NH:12][CH:10]([C:9]([OH:8])=[O:20])[CH2:11][OH:24])([O:15][C:16]([CH3:19])([CH3:18])[CH3:17])=[O:14]. The yield is 0.810.